From a dataset of Forward reaction prediction with 1.9M reactions from USPTO patents (1976-2016). Predict the product of the given reaction. (1) Given the reactants [F:1][C:2]1([C:6]2[C:7]([O:15][CH2:16][C:17]([F:20])([F:19])[F:18])=[CH:8][C:9]([C:12]([OH:14])=O)=[N:10][CH:11]=2)[CH2:5][CH2:4][CH2:3]1.[NH2:21][C:22]([CH:28]1[CH2:30][CH2:29]1)([CH3:27])[CH2:23][C:24]([NH2:26])=[O:25], predict the reaction product. The product is: [NH2:26][C:24](=[O:25])[CH2:23][C:22]([NH:21][C:12](=[O:14])[C:9]1[CH:8]=[C:7]([O:15][CH2:16][C:17]([F:20])([F:19])[F:18])[C:6]([C:2]2([F:1])[CH2:3][CH2:4][CH2:5]2)=[CH:11][N:10]=1)([CH:28]1[CH2:30][CH2:29]1)[CH3:27]. (2) Given the reactants Cl.[CH3:2][O:3][C:4]1[CH:9]=[CH:8][CH:7]=[CH:6][C:5]=1[N:10]1[CH2:15][CH2:14][NH:13][CH2:12][CH2:11]1.Br[CH:17]([CH3:24])[CH2:18][C:19]([O:21][CH2:22][CH3:23])=[O:20].C(=O)([O-])[O-].[K+].[K+].[I-].[K+], predict the reaction product. The product is: [CH3:2][O:3][C:4]1[CH:9]=[CH:8][CH:7]=[CH:6][C:5]=1[N:10]1[CH2:15][CH2:14][N:13]([CH:17]([CH3:24])[CH2:18][C:19]([O:21][CH2:22][CH3:23])=[O:20])[CH2:12][CH2:11]1. (3) Given the reactants [Cl:1][C:2]1[CH:7]=[CH:6][C:5]([C:8]2[S:26][CH:11]3[C:12](=[O:25])[N:13]([C:16]4[CH:21]=[CH:20][C:19]([OH:22])=[C:18]([O:23][CH3:24])[CH:17]=4)[CH:14]=[CH:15][CH:10]3[CH:9]=2)=[CH:4][CH:3]=1.C([O-])([O-])=O.[K+].[K+].Cl.Cl[CH2:35][C:36]1[N:40]([CH3:41])[CH:39]=[N:38][CH:37]=1.Cl, predict the reaction product. The product is: [ClH:1].[Cl:1][C:2]1[CH:7]=[CH:6][C:5]([C:8]2[S:26][C:11]3[C:12](=[O:25])[N:13]([C:16]4[CH:21]=[CH:20][C:19]([O:22][CH2:35][C:36]5[N:40]([CH3:41])[CH:39]=[N:38][CH:37]=5)=[C:18]([O:23][CH3:24])[CH:17]=4)[CH:14]=[CH:15][C:10]=3[CH:9]=2)=[CH:4][CH:3]=1.